This data is from Forward reaction prediction with 1.9M reactions from USPTO patents (1976-2016). The task is: Predict the product of the given reaction. (1) Given the reactants [Cl:1][C:2]1[C:7]([C:8]2[CH:13]=[CH:12][CH:11]=[CH:10][CH:9]=2)=[N:6][N:5]=[C:4]2[N:14]([CH3:24])[N:15]=[C:16]([C:17]3[CH:18]=[C:19](C)[CH:20]=[CH:21][CH:22]=3)[C:3]=12.[F:25][C:26]([F:36])([F:35])C1C=CC(C=O)=CC=1, predict the reaction product. The product is: [Cl:1][C:2]1[C:7]([C:8]2[CH:13]=[CH:12][CH:11]=[CH:10][CH:9]=2)=[N:6][N:5]=[C:4]2[N:14]([CH3:24])[N:15]=[C:16]([C:17]3[CH:18]=[CH:19][C:20]([C:26]([F:36])([F:35])[F:25])=[CH:21][CH:22]=3)[C:3]=12. (2) Given the reactants Cl[C:2]([O:4][CH2:5][C:6]1[CH:11]=[CH:10][CH:9]=[CH:8][CH:7]=1)=[O:3].[CH3:12][O:13][C:14](=[O:31])[C@H:15]([C@H:24]1[CH2:29][CH2:28][C@H:27]([NH2:30])[CH2:26][CH2:25]1)[NH:16][C:17]([O:19][C:20]([CH3:23])([CH3:22])[CH3:21])=[O:18].C(N(C(C)C)CC)(C)C, predict the reaction product. The product is: [CH2:5]([O:4][C:2]([NH:30][C@H:27]1[CH2:26][CH2:25][C@H:24]([C@H:15]([NH:16][C:17]([O:19][C:20]([CH3:23])([CH3:22])[CH3:21])=[O:18])[C:14]([O:13][CH3:12])=[O:31])[CH2:29][CH2:28]1)=[O:3])[C:6]1[CH:11]=[CH:10][CH:9]=[CH:8][CH:7]=1. (3) Given the reactants C1(COC2C=C(C3(CCO)C=CC=C[NH+]3[O-])C=CC=2OC(F)F)CC1.[Cl:26][C:27]1[CH:28]=[N+:29]([O-:52])[CH:30]=[C:31]([Cl:51])[C:32]=1[CH2:33][C@@H:34]([C:36]1[CH:41]=[CH:40][C:39]([O:42][CH:43]([F:45])[F:44])=[C:38]([O:46][CH2:47][CH:48]2[CH2:50][CH2:49]2)[CH:37]=1)[OH:35].Br[CH2:54][C:55]([NH:57][C:58]1[CH:59]=[C:60]([CH:64]=[CH:65][C:66]=1[O:67][CH3:68])[C:61](O)=[O:62])=[O:56].C(Cl)C[Cl:71], predict the reaction product. The product is: [Cl:26][C:27]1[CH:28]=[N+:29]([O-:52])[CH:30]=[C:31]([Cl:51])[C:32]=1[CH2:33][C@H:34]([O:35][C:61](=[O:62])[C:60]1[CH:64]=[CH:65][C:66]([O:67][CH3:68])=[C:58]([NH:57][C:55](=[O:56])[CH2:54][Cl:71])[CH:59]=1)[C:36]1[CH:41]=[CH:40][C:39]([O:42][CH:43]([F:45])[F:44])=[C:38]([O:46][CH2:47][CH:48]2[CH2:50][CH2:49]2)[CH:37]=1.